From a dataset of Peptide-MHC class I binding affinity with 185,985 pairs from IEDB/IMGT. Regression. Given a peptide amino acid sequence and an MHC pseudo amino acid sequence, predict their binding affinity value. This is MHC class I binding data. The peptide sequence is IDVKDTKEAL. The MHC is HLA-B08:02 with pseudo-sequence HLA-B08:02. The binding affinity (normalized) is 0.0847.